This data is from Full USPTO retrosynthesis dataset with 1.9M reactions from patents (1976-2016). The task is: Predict the reactants needed to synthesize the given product. (1) Given the product [O:4]1[C:8]2[CH:9]=[CH:10][CH:11]=[C:12]([N:13]3[CH2:18][CH2:17][N:16]([CH2:19][CH2:20][C@H:21]4[CH2:26][CH2:25][C@H:24]([NH:27][C:28](=[O:31])[CH2:29][CH3:30])[CH2:23][CH2:22]4)[CH2:15][CH2:14]3)[C:7]=2[O:6][CH2:5]1, predict the reactants needed to synthesize it. The reactants are: Cl.Cl.Cl.[O:4]1[C:8]2[CH:9]=[CH:10][CH:11]=[C:12]([N:13]3[CH2:18][CH2:17][N:16]([CH2:19][CH2:20][C@H:21]4[CH2:26][CH2:25][C@H:24]([NH2:27])[CH2:23][CH2:22]4)[CH2:15][CH2:14]3)[C:7]=2[O:6][CH2:5]1.[C:28](O)(=[O:31])[CH2:29][CH3:30]. (2) Given the product [CH3:21][N:20]1[C:19]2[CH:22]=[CH:23][CH:24]=[CH:25][C:18]=2[N:17]=[C:16]1[O:15][C:12]1[CH:13]=[CH:14][C:9]([NH:8][C:4]2[C:3]([NH2:26])=[CH:2][N:7]=[CH:6][N:5]=2)=[CH:10][CH:11]=1, predict the reactants needed to synthesize it. The reactants are: Cl[C:2]1[N:7]=[CH:6][N:5]=[C:4]([NH:8][C:9]2[CH:14]=[CH:13][C:12]([O:15][C:16]3[N:20]([CH3:21])[C:19]4[CH:22]=[CH:23][CH:24]=[CH:25][C:18]=4[N:17]=3)=[CH:11][CH:10]=2)[C:3]=1[N+:26]([O-])=O. (3) The reactants are: Cl.Cl.[NH:3]1[CH2:6][CH:5]([C:7]2[C:8]([O:28][CH2:29][CH3:30])=[C:9]([CH:15]([N:17]3[C:21]4=[N:22][CH:23]=[N:24][C:25]([NH2:26])=[C:20]4[C:19]([CH3:27])=[N:18]3)[CH3:16])[CH:10]=[C:11]([Cl:14])[C:12]=2[F:13])[CH2:4]1.C(N(CC)CC)C.FC(F)(F)S(O[CH2:44][C:45]([F:48])([F:47])[F:46])(=O)=O. Given the product [Cl:14][C:11]1[C:12]([F:13])=[C:7]([CH:5]2[CH2:4][N:3]([CH2:44][C:45]([F:48])([F:47])[F:46])[CH2:6]2)[C:8]([O:28][CH2:29][CH3:30])=[C:9]([CH:15]([N:17]2[C:21]3=[N:22][CH:23]=[N:24][C:25]([NH2:26])=[C:20]3[C:19]([CH3:27])=[N:18]2)[CH3:16])[CH:10]=1, predict the reactants needed to synthesize it. (4) The reactants are: [Cl:1][C:2]1[C:9]([CH2:10][CH2:11][CH3:12])=[C:8](F)[CH:7]=[CH:6][C:3]=1[C:4]#[N:5].[OH:14][C:15]([C@H:18]1[CH2:22][CH2:21][NH:20][C@H:19]1[CH3:23])([CH3:17])[CH3:16].C(=O)([O-])[O-].[Li+].[Li+]. Given the product [Cl:1][C:2]1[C:9]([CH2:10][CH2:11][CH3:12])=[C:8]([N:20]2[CH2:21][CH2:22][C@H:18]([C:15]([OH:14])([CH3:17])[CH3:16])[C@@H:19]2[CH3:23])[CH:7]=[CH:6][C:3]=1[C:4]#[N:5], predict the reactants needed to synthesize it. (5) Given the product [Cl:12][C:13]1[CH:18]=[CH:17][CH:16]=[C:15]([Cl:19])[C:14]=1[S:20]([N:1]1[C:9]2[C:4](=[CH:5][CH:6]=[CH:7][CH:8]=2)[C:3]([CH:10]=[O:11])=[CH:2]1)(=[O:22])=[O:21], predict the reactants needed to synthesize it. The reactants are: [NH:1]1[C:9]2[C:4](=[CH:5][CH:6]=[CH:7][CH:8]=2)[C:3]([CH:10]=[O:11])=[CH:2]1.[Cl:12][C:13]1[CH:18]=[CH:17][CH:16]=[C:15]([Cl:19])[C:14]=1[S:20](Cl)(=[O:22])=[O:21].C(N(C(C)C)CC)(C)C.C(=O)([O-])O.[Na+]. (6) Given the product [CH3:1][C:2]1[N:3]([CH2:29][C:30]([NH2:36])=[O:32])[C:4]2[CH2:5][C:6]([CH3:28])([CH3:27])[CH2:7][C:8](=[O:26])[C:9]=2[C:10]=1[CH2:11][C:12]1[CH:17]=[CH:16][CH:15]=[CH:14][C:13]=1[S:18]([N:21]1[CH2:22][CH2:23][CH2:24][CH2:25]1)(=[O:20])=[O:19], predict the reactants needed to synthesize it. The reactants are: [CH3:1][C:2]1[N:3]([CH2:29][C:30]([O:32]C)=O)[C:4]2[CH2:5][C:6]([CH3:28])([CH3:27])[CH2:7][C:8](=[O:26])[C:9]=2[C:10]=1[CH2:11][C:12]1[CH:17]=[CH:16][CH:15]=[CH:14][C:13]=1[S:18]([N:21]1[CH2:25][CH2:24][CH2:23][CH2:22]1)(=[O:20])=[O:19].N.C([K])#[N:36]. (7) Given the product [OH:1][C@H:2]1[C@@H:7]([OH:8])[C@H:6]([OH:9])[C@@H:5]([CH2:10][OH:11])[O:4][C@@H:3]1[C:12]1[CH:13]=[C:14]([CH:30]=[CH:31][CH:32]=1)[O:15][C:16]1[CH:21]=[C:20]([C:22]([OH:24])=[O:23])[CH:19]=[C:18]([CH:17]=1)[C:26]([OH:28])=[O:27], predict the reactants needed to synthesize it. The reactants are: [OH:1][C@H:2]1[C@@H:7]([OH:8])[C@H:6]([OH:9])[C@@H:5]([CH2:10][OH:11])[O:4][C@@H:3]1[C:12]1[CH:13]=[C:14]([CH:30]=[CH:31][CH:32]=1)[O:15][C:16]1[CH:17]=[C:18]([C:26]([O:28]C)=[O:27])[CH:19]=[C:20]([C:22]([O:24]C)=[O:23])[CH:21]=1.[Li+].[OH-].Cl. (8) The reactants are: [N:1]1[C:8]([NH2:9])=[N:7][C:5]([NH2:6])=[N:4][C:2]=1[NH2:3].C=O.[CH:12](O)=[O:13].[OH-].[Na+]. Given the product [CH2:12]=[O:13].[N:1]1[C:8]([NH2:9])=[N:7][C:5]([NH2:6])=[N:4][C:2]=1[NH2:3], predict the reactants needed to synthesize it.